Dataset: Full USPTO retrosynthesis dataset with 1.9M reactions from patents (1976-2016). Task: Predict the reactants needed to synthesize the given product. (1) Given the product [CH3:1][C:2]([CH3:11])([CH2:6][CH2:7][C:8]([O:10][CH2:12][CH3:13])=[O:9])[C:3]([O:5][CH2:15][CH3:16])=[O:4], predict the reactants needed to synthesize it. The reactants are: [CH3:1][C:2]([CH3:11])([CH2:6][CH2:7][C:8]([OH:10])=[O:9])[C:3]([OH:5])=[O:4].[CH2:12](O)[CH3:13].[C:15]1(C)C=CC=C[CH:16]=1.S(=O)(=O)(O)O. (2) Given the product [C:1]([Si:5]([CH3:7])([CH3:6])[O:16][CH2:15][CH2:14][C:11]1[CH:12]=[CH:13][S:9][CH:10]=1)([CH3:4])([CH3:3])[CH3:2], predict the reactants needed to synthesize it. The reactants are: [C:1]([Si:5](Cl)([CH3:7])[CH3:6])([CH3:4])([CH3:3])[CH3:2].[S:9]1[CH:13]=[CH:12][C:11]([CH2:14][CH2:15][OH:16])=[CH:10]1.N1C=CN=C1. (3) Given the product [NH2:1][C:2]1[S:3][C:4]([C:17]2[CH:22]=[CH:21][CH:20]=[C:19]([F:23])[CH:18]=2)=[C:5]([C:7]([N:9]2[CH2:14][C@H:13]3[C@H:11]([CH2:12]3)[C@H:10]2[CH2:15][NH:16][C:33]([C:32]2[CH:31]=[CH:30][CH:29]=[C:28]3[O:24][CH2:25][CH2:26][C:27]=23)=[O:34])=[O:8])[N:6]=1, predict the reactants needed to synthesize it. The reactants are: [NH2:1][C:2]1[S:3][C:4]([C:17]2[CH:22]=[CH:21][CH:20]=[C:19]([F:23])[CH:18]=2)=[C:5]([C:7]([N:9]2[CH2:14][C@H:13]3[C@H:11]([CH2:12]3)[C@H:10]2[CH2:15][NH2:16])=[O:8])[N:6]=1.[O:24]1[C:28]2=[CH:29][CH:30]=[CH:31][C:32]([C:33](O)=[O:34])=[C:27]2[CH2:26][CH2:25]1. (4) Given the product [O:1]([N:8]=[C:9]([S:12][C:13]1[CH:18]=[CH:17][CH:16]=[CH:15][CH:14]=1)[CH:10]=[CH:11][S:12][C:13]1[CH:18]=[CH:17][CH:16]=[CH:15][CH:14]=1)[C:2]1[CH:7]=[CH:6][CH:5]=[CH:4][CH:3]=1, predict the reactants needed to synthesize it. The reactants are: [O:1]([NH:8][C:9](=O)[CH:10]=[CH:11][S:12][C:13]1[CH:18]=[CH:17][CH:16]=[CH:15][CH:14]=1)[C:2]1[CH:7]=[CH:6][CH:5]=[CH:4][CH:3]=1.P(Cl)(Cl)(Cl)(Cl)Cl.